Task: Predict the product of the given reaction.. Dataset: Forward reaction prediction with 1.9M reactions from USPTO patents (1976-2016) (1) Given the reactants Cl[C:2]1[C:11]([C:12]#[N:13])=[C:10]([C:14]2[CH:19]=[CH:18][CH:17]=[CH:16][CH:15]=2)[C:9]2[C:4](=[CH:5][CH:6]=[C:7]([Cl:20])[CH:8]=2)[N:3]=1.[CH:21]([NH:24][CH3:25])([CH3:23])[CH3:22], predict the reaction product. The product is: [Cl:20][C:7]1[CH:8]=[C:9]2[C:4](=[CH:5][CH:6]=1)[N:3]=[C:2]([N:24]([CH:21]([CH3:23])[CH3:22])[CH3:25])[C:11]([C:12]#[N:13])=[C:10]2[C:14]1[CH:19]=[CH:18][CH:17]=[CH:16][CH:15]=1. (2) Given the reactants [CH3:1][N:2]1[CH:6]=[C:5]([C:7]2[CH:8]=[C:9]([OH:16])[C:10]3[N:11]([N:13]=[CH:14][CH:15]=3)[CH:12]=2)[CH:4]=[N:3]1.[Br:17]N1C(=O)CCC1=O, predict the reaction product. The product is: [Br:17][C:15]1[CH:14]=[N:13][N:11]2[CH:12]=[C:7]([C:5]3[CH:4]=[N:3][N:2]([CH3:1])[CH:6]=3)[CH:8]=[C:9]([OH:16])[C:10]=12. (3) Given the reactants C1CC[CH:4]([N:7]=C=NC2CCCCC2)[CH2:3]C1.C1C=CC2N([OH:25])N=NC=2C=1.[CH2:26]([O:46][CH:47]([CH2:59][CH3:60])[C:48]([NH:50][C@@H:51]([CH2:55][CH:56]([CH3:58])[CH3:57])[C:52]([OH:54])=O)=[O:49])[CH2:27][CH2:28][CH2:29]/[CH:30]=[CH:31]\[CH2:32]/[CH:33]=[CH:34]\[CH2:35]/[CH:36]=[CH:37]\[CH2:38]/[CH:39]=[CH:40]\[CH2:41]/[CH:42]=[CH:43]\[CH2:44][CH3:45].CC[O:63][CH2:64][CH3:65].[CH2:66]1[CH2:70][O:69][CH2:68][CH2:67]1, predict the reaction product. The product is: [OH:63][C:64]1[CH:65]=[CH:3][C:4]([NH:7][C:52](=[O:54])[C@@H:51]([NH:50][C:48](=[O:49])[CH:47]([O:46][CH2:26][CH2:27][CH2:28][CH2:29]/[CH:30]=[CH:31]\[CH2:32]/[CH:33]=[CH:34]\[CH2:35]/[CH:36]=[CH:37]\[CH2:38]/[CH:39]=[CH:40]\[CH2:41]/[CH:42]=[CH:43]\[CH2:44][CH3:45])[CH2:59][CH3:60])[CH2:55][CH:56]([CH3:58])[CH3:57])=[CH:67][C:66]=1[C:70]([O:69][CH3:68])=[O:25]. (4) Given the reactants Br[CH2:2][C:3]([C:5]1[CH:14]=[CH:13][C:8]([C:9]([O:11][CH3:12])=[O:10])=[CH:7][CH:6]=1)=[O:4].[BH4-].[Na+].C([O-])([O-])=O.[K+].[K+].O, predict the reaction product. The product is: [O:4]1[CH2:2][CH:3]1[C:5]1[CH:14]=[CH:13][C:8]([C:9]([O:11][CH3:12])=[O:10])=[CH:7][CH:6]=1. (5) Given the reactants C([NH:8][C@H:9]1[CH2:13][CH2:12][C@@H:11]([CH2:14][N:15]2[N:19]=[CH:18][CH:17]=[N:16]2)[CH2:10]1)(OC(C)(C)C)=O.[C:20]([OH:26])([C:22]([F:25])([F:24])[F:23])=[O:21], predict the reaction product. The product is: [F:23][C:22]([F:25])([F:24])[C:20]([OH:26])=[O:21].[N:16]1[N:15]([CH2:14][C@@H:11]2[CH2:12][CH2:13][C@H:9]([NH2:8])[CH2:10]2)[N:19]=[CH:18][CH:17]=1. (6) Given the reactants [CH3:1][S:2]([CH2:5][CH2:6][O:7][CH2:8][CH2:9][NH:10][C:11]1[C:20]2[C:15](=[CH:16][CH:17]=[CH:18][CH:19]=2)[N:14]=[CH:13][C:12]=1[N+:21]([O-])=O)(=[O:4])=[O:3].[H][H], predict the reaction product. The product is: [CH3:1][S:2]([CH2:5][CH2:6][O:7][CH2:8][CH2:9][NH:10][C:11]1[C:20]2[C:15](=[CH:16][CH:17]=[CH:18][CH:19]=2)[N:14]=[CH:13][C:12]=1[NH2:21])(=[O:4])=[O:3]. (7) Given the reactants [CH3:1][O:2][C:3]1[CH:30]=[CH:29][C:28]([N+:31]([O-])=O)=[CH:27][C:4]=1[CH2:5][O:6][CH2:7][C:8]1([C:21]2[CH:26]=[CH:25][CH:24]=[CH:23][CH:22]=2)[CH2:13][CH2:12][N:11]([C:14]([O:16][C:17]([CH3:20])([CH3:19])[CH3:18])=[O:15])[CH2:10][CH2:9]1, predict the reaction product. The product is: [NH2:31][C:28]1[CH:29]=[CH:30][C:3]([O:2][CH3:1])=[C:4]([CH:27]=1)[CH2:5][O:6][CH2:7][C:8]1([C:21]2[CH:22]=[CH:23][CH:24]=[CH:25][CH:26]=2)[CH2:13][CH2:12][N:11]([C:14]([O:16][C:17]([CH3:20])([CH3:19])[CH3:18])=[O:15])[CH2:10][CH2:9]1. (8) Given the reactants [CH3:1][O:2][C:3]1[CH:8]=[CH:7][CH:6]=[CH:5][C:4]=1/[CH:9]=[CH:10]/[CH2:11]OC1C=CC=CC=1.[C:19]1([Si:25]([CH3:36])([CH3:35])[Si:25]([CH3:36])([CH3:35])[C:19]2[CH:24]=[CH:23][CH:22]=[CH:21][CH:20]=2)[CH:24]=[CH:23][CH:22]=[CH:21][CH:20]=1.CCN(CC)CC, predict the reaction product. The product is: [CH3:1][O:2][C:3]1[CH:8]=[CH:7][CH:6]=[CH:5][C:4]=1/[CH:9]=[CH:10]/[CH2:11][Si:25]([CH3:36])([CH3:35])[C:19]1[CH:24]=[CH:23][CH:22]=[CH:21][CH:20]=1.